Task: Predict the product of the given reaction.. Dataset: Forward reaction prediction with 1.9M reactions from USPTO patents (1976-2016) (1) Given the reactants [CH:1]1([CH2:4][C:5]([O:10][C:11]2[CH:33]=[CH:32][C:14]3[C:15]4[N:19]([CH2:20][CH2:21][O:22][C:13]=3[CH:12]=2)[CH:18]=[C:17]([C:23]2[N:24]([CH:29]([CH3:31])[CH3:30])[N:25]=[C:26]([CH3:28])[N:27]=2)[N:16]=4)([CH2:8][OH:9])[CH2:6][OH:7])[CH2:3][CH2:2]1.CCN(CC)CC.[CH3:41][S:42](Cl)(=[O:44])=[O:43], predict the reaction product. The product is: [CH:1]1([CH2:4][C:5]([O:10][C:11]2[CH:33]=[CH:32][C:14]3[C:15]4[N:19]([CH2:20][CH2:21][O:22][C:13]=3[CH:12]=2)[CH:18]=[C:17]([C:23]2[N:24]([CH:29]([CH3:31])[CH3:30])[N:25]=[C:26]([CH3:28])[N:27]=2)[N:16]=4)([CH2:6][O:7][S:42]([CH3:41])(=[O:44])=[O:43])[CH2:8][O:9][S:42]([CH3:41])(=[O:44])=[O:43])[CH2:3][CH2:2]1. (2) Given the reactants [Cl:1][C:2]1[CH:7]=[C:6]2[NH:8][C:9](=[O:46])[C@@:10]3([C@H:14]([CH2:15][C@H:16]([CH3:21])[C:17]([F:20])([F:19])[F:18])[NH:13][C@@H:12]([C:22]([NH:24][C:25]4[CH:35]=[CH:34][C:28]([C:29]([O:31]CC)=[O:30])=[CH:27][C:26]=4[O:36][CH3:37])=[O:23])[C@@H:11]3[C:38]3[CH:43]=[CH:42][CH:41]=[C:40]([Cl:44])[C:39]=3[F:45])[C:5]2=[CH:4][CH:3]=1.Cl, predict the reaction product. The product is: [Cl:1][C:2]1[CH:7]=[C:6]2[NH:8][C:9](=[O:46])[C@@:10]3([C@H:14]([CH2:15][C@H:16]([CH3:21])[C:17]([F:18])([F:19])[F:20])[NH:13][C@@H:12]([C:22]([NH:24][C:25]4[CH:35]=[CH:34][C:28]([C:29]([OH:31])=[O:30])=[CH:27][C:26]=4[O:36][CH3:37])=[O:23])[C@@H:11]3[C:38]3[CH:43]=[CH:42][CH:41]=[C:40]([Cl:44])[C:39]=3[F:45])[C:5]2=[CH:4][CH:3]=1. (3) Given the reactants [Cl:1][C:2]1[CH:8]=[C:7]([I:9])[CH:6]=[CH:5][C:3]=1[NH2:4].C([N-]C(C)C)(C)C.[Li+].[CH3:18][N:19]([CH3:33])[S:20]([C:23]1[CH:31]=[CH:30][C:26]([C:27]([OH:29])=[O:28])=[C:25](F)[CH:24]=1)(=[O:22])=[O:21], predict the reaction product. The product is: [Cl:1][C:2]1[CH:8]=[C:7]([I:9])[CH:6]=[CH:5][C:3]=1[NH:4][C:25]1[CH:24]=[C:23]([S:20](=[O:22])(=[O:21])[N:19]([CH3:18])[CH3:33])[CH:31]=[CH:30][C:26]=1[C:27]([OH:29])=[O:28].